This data is from Tox21: 12 toxicity assays (nuclear receptors and stress response pathways). The task is: Binary classification across 12 toxicity assays. (1) The molecule is CCCc1c(OCCCOc2ccc(OCC(=O)O)cc2)ccc(C(C)=O)c1O. It tested positive (active) for: NR-PPAR-gamma (PPAR-gamma nuclear receptor agonist). (2) The drug is CCOc1ccc(NC(C)=O)cc1N. It tested positive (active) for: NR-AhR (Aryl hydrocarbon Receptor agonist activity). (3) The drug is CCCCCCCC/C=C\CCCCCCCC(=O)OCCOC(=O)CCCCCCC/C=C\CCCCCCCC. It tested positive (active) for: NR-ER (Estrogen Receptor agonist activity).